This data is from NCI-60 drug combinations with 297,098 pairs across 59 cell lines. The task is: Regression. Given two drug SMILES strings and cell line genomic features, predict the synergy score measuring deviation from expected non-interaction effect. (1) Drug 1: CC12CCC3C(C1CCC2O)C(CC4=C3C=CC(=C4)O)CCCCCCCCCS(=O)CCCC(C(F)(F)F)(F)F. Drug 2: CC(C)(C#N)C1=CC(=CC(=C1)CN2C=NC=N2)C(C)(C)C#N. Cell line: HCT116. Synergy scores: CSS=-1.50, Synergy_ZIP=4.79, Synergy_Bliss=7.45, Synergy_Loewe=-4.29, Synergy_HSA=-0.991. (2) Drug 1: CC12CCC3C(C1CCC2=O)CC(=C)C4=CC(=O)C=CC34C. Drug 2: C1=C(C(=O)NC(=O)N1)N(CCCl)CCCl. Cell line: IGROV1. Synergy scores: CSS=54.1, Synergy_ZIP=6.44, Synergy_Bliss=7.86, Synergy_Loewe=8.48, Synergy_HSA=9.62. (3) Drug 2: C(CN)CNCCSP(=O)(O)O. Cell line: SN12C. Synergy scores: CSS=68.0, Synergy_ZIP=12.8, Synergy_Bliss=10.9, Synergy_Loewe=-25.9, Synergy_HSA=11.3. Drug 1: CCCCC(=O)OCC(=O)C1(CC(C2=C(C1)C(=C3C(=C2O)C(=O)C4=C(C3=O)C=CC=C4OC)O)OC5CC(C(C(O5)C)O)NC(=O)C(F)(F)F)O. (4) Drug 1: C1CCN(CC1)CCOC2=CC=C(C=C2)C(=O)C3=C(SC4=C3C=CC(=C4)O)C5=CC=C(C=C5)O. Drug 2: C(CCl)NC(=O)N(CCCl)N=O. Cell line: RPMI-8226. Synergy scores: CSS=16.1, Synergy_ZIP=7.34, Synergy_Bliss=7.07, Synergy_Loewe=-7.16, Synergy_HSA=-1.88. (5) Drug 1: COC1=C(C=C2C(=C1)N=CN=C2NC3=CC(=C(C=C3)F)Cl)OCCCN4CCOCC4. Drug 2: CN(CCCl)CCCl.Cl. Cell line: SF-539. Synergy scores: CSS=15.3, Synergy_ZIP=-3.49, Synergy_Bliss=1.96, Synergy_Loewe=2.54, Synergy_HSA=2.64. (6) Drug 1: C1=NNC2=C1C(=O)NC=N2. Drug 2: CCN(CC)CCCC(C)NC1=C2C=C(C=CC2=NC3=C1C=CC(=C3)Cl)OC. Cell line: NCI-H522. Synergy scores: CSS=16.8, Synergy_ZIP=-1.96, Synergy_Bliss=4.82, Synergy_Loewe=0.445, Synergy_HSA=5.49. (7) Drug 1: C1=CC(=C2C(=C1NCCNCCO)C(=O)C3=C(C=CC(=C3C2=O)O)O)NCCNCCO. Drug 2: C1C(C(OC1N2C=NC(=NC2=O)N)CO)O. Cell line: EKVX. Synergy scores: CSS=7.49, Synergy_ZIP=-5.70, Synergy_Bliss=-0.802, Synergy_Loewe=-18.9, Synergy_HSA=-0.980.